Dataset: Catalyst prediction with 721,799 reactions and 888 catalyst types from USPTO. Task: Predict which catalyst facilitates the given reaction. (1) Reactant: [F:1][C:2]([F:7])([F:6])[C:3]([OH:5])=[O:4].[NH2:8][C:9]1[N:14]=[CH:13][C:12]([C:15]2[CH:16]=[CH:17][C:18]3[N:19]([C:21]([C:28]#[C:29][C:30]4[CH:35]=[CH:34][CH:33]=[CH:32][CH:31]=4)=[C:22]([NH:24][C:25](=[O:27])[CH3:26])[N:23]=3)[CH:20]=2)=[CH:11][C:10]=1[C:36]([F:39])([F:38])[F:37].[H][H]. Product: [NH2:8][C:9]1[N:14]=[CH:13][C:12]([C:15]2[CH:16]=[CH:17][C:18]3[N:19]([C:21]([CH2:28][CH2:29][C:30]4[CH:31]=[CH:32][CH:33]=[CH:34][CH:35]=4)=[C:22]([NH:24][C:25](=[O:27])[CH3:26])[N:23]=3)[CH:20]=2)=[CH:11][C:10]=1[C:36]([F:37])([F:39])[F:38].[C:3]([OH:5])([C:2]([F:7])([F:6])[F:1])=[O:4]. The catalyst class is: 19. (2) Reactant: [NH2:1][C:2]1[CH:3]=[CH:4][C:5]([Cl:8])=[N:6][CH:7]=1.[C:9](Cl)(Cl)=[S:10]. Product: [Cl:8][C:5]1[CH:4]=[CH:3][C:2]([N:1]=[C:9]=[S:10])=[CH:7][N:6]=1. The catalyst class is: 34. (3) Reactant: [CH2:1]([C:8]1[CH:13]=[CH:12][C:11]([NH:14][C:15]2[C:24]3[C:19](=[CH:20][CH:21]=[C:22]([Cl:25])[CH:23]=3)[N:18]=[CH:17][C:16]=2[C:26](OCC)=[O:27])=[CH:10][CH:9]=1)[C:2]1[CH:7]=[CH:6][CH:5]=[CH:4][CH:3]=1.[H-].[Al+3].[Li+].[H-].[H-].[H-].O. Product: [CH2:1]([C:8]1[CH:9]=[CH:10][C:11]([NH:14][C:15]2[C:24]3[C:19](=[CH:20][CH:21]=[C:22]([Cl:25])[CH:23]=3)[N:18]=[CH:17][C:16]=2[CH2:26][OH:27])=[CH:12][CH:13]=1)[C:2]1[CH:7]=[CH:6][CH:5]=[CH:4][CH:3]=1. The catalyst class is: 242. (4) Reactant: [O:1]=[C:2]([CH2:10][CH2:11][CH2:12][CH3:13])[C:3]([O:5][CH2:6][CH2:7][CH2:8][CH3:9])=[O:4].[Br:14]Br. Product: [Br:14][CH:10]([CH2:11][CH2:12][CH3:13])[C:2](=[O:1])[C:3]([O:5][CH2:6][CH2:7][CH2:8][CH3:9])=[O:4]. The catalyst class is: 22. (5) Reactant: [C@H:1]12[CH2:7][C@H:4]([NH:5][CH2:6]1)[CH2:3][N:2]2[CH2:8][C:9]1[CH:18]=[CH:17][C:12]([C:13]([O:15][CH3:16])=[O:14])=[CH:11][CH:10]=1.Br[CH:20]([CH3:37])[C:21]([NH:23][C:24]1[CH:29]=[CH:28][C:27]([O:30][C:31]2[CH:36]=[CH:35][CH:34]=[CH:33][CH:32]=2)=[CH:26][CH:25]=1)=[O:22].C(N(CC)CC)C.C(=O)(O)[O-].[Na+]. Product: [CH3:37][CH:20]([N:5]1[CH2:6][C@@H:1]2[CH2:7][C@H:4]1[CH2:3][N:2]2[CH2:8][C:9]1[CH:18]=[CH:17][C:12]([C:13]([O:15][CH3:16])=[O:14])=[CH:11][CH:10]=1)[C:21](=[O:22])[NH:23][C:24]1[CH:29]=[CH:28][C:27]([O:30][C:31]2[CH:36]=[CH:35][CH:34]=[CH:33][CH:32]=2)=[CH:26][CH:25]=1. The catalyst class is: 7. (6) Product: [CH3:1][CH:2]([CH3:19])[CH2:3][N:4]1[C:5]2[C:14]3[C:9](=[CH:10][CH:11]=[CH:12][CH:13]=3)[N:8]3[N:15]=[N:16][N:17]=[C:7]3[C:6]=2[N:18]=[CH:20]1. Reactant: [CH3:1][CH:2]([CH3:19])[CH2:3][NH:4][C:5]1[C:14]2[C:9](=[CH:10][CH:11]=[CH:12][CH:13]=2)[N:8]2[N:15]=[N:16][N:17]=[C:7]2[C:6]=1[NH2:18].[C:20](OC(OCC)OCC)(=O)C.[OH-].[Na+]. The catalyst class is: 6. (7) Reactant: [Br:1][C:2]1[CH:7]=[CH:6][C:5]([C:8]2([C:11]([NH:13][NH2:14])=O)[CH2:10][CH2:9]2)=[C:4]([F:15])[CH:3]=1.[Si:16]([O:23][CH2:24][C@:25]1([CH3:34])[S:31][CH2:30][CH2:29][N:28]=[C:27](SC)[CH2:26]1)([C:19]([CH3:22])([CH3:21])[CH3:20])([CH3:18])[CH3:17]. Product: [Br:1][C:2]1[CH:7]=[CH:6][C:5]([C:8]2([C:11]3[N:28]4[CH2:29][CH2:30][S:31][C@:25]([CH2:24][O:23][Si:16]([C:19]([CH3:22])([CH3:21])[CH3:20])([CH3:18])[CH3:17])([CH3:34])[CH2:26][C:27]4=[N:14][N:13]=3)[CH2:10][CH2:9]2)=[C:4]([F:15])[CH:3]=1. The catalyst class is: 51. (8) Reactant: [CH3:1][O:2][C:3](=[O:14])[C:4]1[CH:12]=[CH:11][C:7]([C:8]([OH:10])=[O:9])=[C:6]([NH2:13])[CH:5]=1.C(N(CC)CC)C.[Cl:22][C:23]1[C:24]2[CH:34]=[CH:33][CH:32]=[CH:31][C:25]=2[S:26][C:27]=1[C:28](Cl)=[O:29]. Product: [CH3:1][O:2][C:3](=[O:14])[C:4]1[CH:12]=[CH:11][C:7]([C:8]([OH:10])=[O:9])=[C:6]([NH:13][C:28]([C:27]2[S:26][C:25]3[CH:31]=[CH:32][CH:33]=[CH:34][C:24]=3[C:23]=2[Cl:22])=[O:29])[CH:5]=1. The catalyst class is: 2. (9) Reactant: [C:1]([OH:24])(=[O:23])[CH2:2][CH2:3][CH2:4][CH2:5][CH2:6][CH2:7][CH2:8][CH2:9][CH2:10][CH2:11][CH2:12][CH2:13][CH2:14][CH2:15][CH2:16][CH2:17][CH2:18][CH2:19][CH2:20][CH2:21][CH3:22].C(O)(=O)CCCCCCCCCCCCCCCCCCC.C(O)(=O)CCCCCCCCCCCCCCCCC.[OH-].[Na+:68].[N+]([O-])(O)=O. Product: [C:1]([O-:24])(=[O:23])[CH2:2][CH2:3][CH2:4][CH2:5][CH2:6][CH2:7][CH2:8][CH2:9][CH2:10][CH2:11][CH2:12][CH2:13][CH2:14][CH2:15][CH2:16][CH2:17][CH2:18][CH2:19][CH2:20][CH2:21][CH3:22].[Na+:68]. The catalyst class is: 6.